This data is from Catalyst prediction with 721,799 reactions and 888 catalyst types from USPTO. The task is: Predict which catalyst facilitates the given reaction. Reactant: [C:1]1([C:7]([CH2:9][C:10]2[CH:15]=[CH:14][CH:13]=[CH:12][CH:11]=2)=[O:8])[CH:6]=[CH:5][CH:4]=[CH:3][CH:2]=1.BrCC1CCCCC1.C1(C)C=CC=CC=1.[OH-].[K+]. Product: [C:1]1([C:7]([CH2:9][CH:10]2[CH2:15][CH2:14][CH2:13][CH2:12][CH2:11]2)=[O:8])[CH:6]=[CH:5][CH:4]=[CH:3][CH:2]=1. The catalyst class is: 568.